Task: Predict the product of the given reaction.. Dataset: Forward reaction prediction with 1.9M reactions from USPTO patents (1976-2016) (1) Given the reactants O[CH2:2][C@H:3]1[NH:7][C:6](=[O:8])[CH2:5][CH2:4]1.[C:9]1(=[O:19])[NH:13][C:12](=[O:14])[C:11]2=[CH:15][CH:16]=[CH:17][CH:18]=[C:10]12.C1(P(C2C=CC=CC=2)C2C=CC=CC=2)C=CC=CC=1, predict the reaction product. The product is: [O:8]=[C:6]1[NH:7][C@H:3]([CH2:2][N:13]2[C:9](=[O:19])[C:10]3[C:11](=[CH:15][CH:16]=[CH:17][CH:18]=3)[C:12]2=[O:14])[CH2:4][CH2:5]1. (2) Given the reactants [Br:1][C:2]1[C:12]2[CH2:11][CH2:10][NH:9][CH2:8][CH2:7][C:6]=2[CH:5]=[C:4]2[N:13]=[C:14]([C:16]([F:19])([F:18])[F:17])[O:15][C:3]=12.[OH:20][CH2:21][CH2:22][C:23](=O)[CH3:24].C(O)(=O)C.C(O[BH-](OC(=O)C)OC(=O)C)(=O)C.[Na+], predict the reaction product. The product is: [Br:1][C:2]1[C:12]2[CH2:11][CH2:10][N:9]([CH:23]([CH3:24])[CH2:22][CH2:21][OH:20])[CH2:8][CH2:7][C:6]=2[CH:5]=[C:4]2[N:13]=[C:14]([C:16]([F:19])([F:17])[F:18])[O:15][C:3]=12. (3) Given the reactants [Cl:1][C:2]1[CH:7]=[CH:6][C:5]([C:8]2([C:11]([NH:13][NH2:14])=O)[CH2:10][CH2:9]2)=[CH:4][CH:3]=1.[Si:15]([O:22][CH2:23][C:24]1([CH3:33])[S:30][CH2:29][CH2:28][N:27]=[C:26](SC)[CH2:25]1)([C:18]([CH3:21])([CH3:20])[CH3:19])([CH3:17])[CH3:16], predict the reaction product. The product is: [Si:15]([O:22][CH2:23][C:24]1([CH3:33])[S:30][CH2:29][CH2:28][N:27]2[C:11]([C:8]3([C:5]4[CH:6]=[CH:7][C:2]([Cl:1])=[CH:3][CH:4]=4)[CH2:10][CH2:9]3)=[N:13][N:14]=[C:26]2[CH2:25]1)([C:18]([CH3:21])([CH3:19])[CH3:20])([CH3:16])[CH3:17]. (4) Given the reactants [CH2:1]([N:3]([CH2:35][CH3:36])[C:4]1[CH:9]=[C:8]([C:10]2[O:14][N:13]=[C:12]([C:15]3[CH:30]=[C:29]([CH3:31])[C:18]([O:19][CH2:20][C@H:21]([OH:28])[CH2:22][NH:23][C:24](=[O:27])[CH2:25][OH:26])=[C:17]([CH2:32][CH3:33])[CH:16]=3)[N:11]=2)[CH:7]=[C:6]([CH3:34])[N:5]=1)[CH3:2].NC[C@H](O)COC1C(C)=CC(C2N=C(C3C=C(C)N=C(N(CC)CC)C=3)ON=2)=CC=1CC, predict the reaction product. The product is: [CH2:35]([N:3]([CH2:1][CH3:2])[C:4]1[CH:9]=[C:8]([C:10]2[O:14][N:13]=[C:12]([C:15]3[CH:30]=[C:29]([CH3:31])[C:18]([O:19][CH2:20][C@@H:21]([OH:28])[CH2:22][NH:23][C:24](=[O:27])[CH2:25][OH:26])=[C:17]([CH2:32][CH3:33])[CH:16]=3)[N:11]=2)[CH:7]=[C:6]([CH3:34])[N:5]=1)[CH3:36].